This data is from Reaction yield outcomes from USPTO patents with 853,638 reactions. The task is: Predict the reaction yield, written as a fraction of the theoretical maximum amount of product (1.0 means a 100% yield; for example, 0.34 means a 34% yield). The reactants are [C:1]([O:5][C:6]([NH:8][C@@H:9]([C:13]1[CH:18]=[CH:17][CH:16]=[CH:15][CH:14]=1)[C:10]([OH:12])=O)=[O:7])([CH3:4])([CH3:3])[CH3:2].[CH2:19]([NH2:26])[C:20]1[CH:25]=[CH:24][CH:23]=[CH:22][CH:21]=1.CCN(C(C)C)C(C)C.C1CN([P+](Br)(N2CCCC2)N2CCCC2)CC1.F[P-](F)(F)(F)(F)F. The catalyst is C(Cl)Cl. The product is [C:1]([O:5][C:6](=[O:7])[NH:8][C@H:9]([C:10](=[O:12])[NH:26][CH2:19][C:20]1[CH:25]=[CH:24][CH:23]=[CH:22][CH:21]=1)[C:13]1[CH:18]=[CH:17][CH:16]=[CH:15][CH:14]=1)([CH3:2])([CH3:3])[CH3:4]. The yield is 0.620.